From a dataset of Forward reaction prediction with 1.9M reactions from USPTO patents (1976-2016). Predict the product of the given reaction. (1) Given the reactants C(N=[C:10]=[S:11])(=O)C1C=CC=CC=1.[CH3:12][C:13]1[C:17]([CH2:18][NH:19][C:20]2[N:21]=[CH:22][NH:23][C:24]=2[C:25]([NH2:27])=[O:26])=[C:16]([CH3:28])[O:15][N:14]=1, predict the reaction product. The product is: [CH3:12][C:13]1[C:17]([CH2:18][N:19]2[C:20]3[N:21]=[CH:22][NH:23][C:24]=3[C:25](=[O:26])[NH:27][C:10]2=[S:11])=[C:16]([CH3:28])[O:15][N:14]=1. (2) Given the reactants NC1C=CC(F)=CC=1C(NC)=O.Cl[C:14]1[C:19]([C:20]([F:23])([F:22])[F:21])=[CH:18][N:17]=[C:16]([NH:24][C:25]2[CH:39]=[CH:38][C:28]([CH2:29][P:30](=[O:37])([O:34][CH2:35][CH3:36])[O:31][CH2:32][CH3:33])=[CH:27][C:26]=2[O:40][CH3:41])[N:15]=1.[NH2:42][C:43]1[CH:52]=[CH:51][C:50]([C@H:53]2[CH2:58][CH2:57][C@H:56]([C:59]([O:61][CH2:62][CH3:63])=[O:60])[CH2:55][CH2:54]2)=[C:49]2[C:44]=1[C:45](=[O:65])[C:46]([CH3:64])=[CH:47][NH:48]2, predict the reaction product. The product is: [CH2:32]([O:31][P:30]([CH2:29][C:28]1[CH:38]=[CH:39][C:25]([NH:24][C:16]2[N:15]=[C:14]([NH:42][C:43]3[CH:52]=[CH:51][C:50]([C@H:53]4[CH2:54][CH2:55][C@H:56]([C:59]([O:61][CH2:62][CH3:63])=[O:60])[CH2:57][CH2:58]4)=[C:49]4[C:44]=3[C:45](=[O:65])[C:46]([CH3:64])=[CH:47][NH:48]4)[C:19]([C:20]([F:23])([F:22])[F:21])=[CH:18][N:17]=2)=[C:26]([O:40][CH3:41])[CH:27]=1)([O:34][CH2:35][CH3:36])=[O:37])[CH3:33]. (3) Given the reactants [BH4-].[Na+].[Cl:3][C:4]1[CH:5]=[C:6]([C:10]2[C:19]3[C:14](=[CH:15][CH:16]=[C:17]([C:20]([C:28]4[CH:33]=[CH:32][C:31]([O:34][CH3:35])=[CH:30][CH:29]=4)([C:22]4[N:26]([CH3:27])[CH:25]=[N:24][CH:23]=4)[OH:21])[CH:18]=3)[N:13]3[N:36]=[N:37][N:38]=[C:12]3[N:11]=2)[CH:7]=[CH:8][CH:9]=1.C(Cl)Cl, predict the reaction product. The product is: [Cl:3][C:4]1[CH:5]=[C:6]([CH:10]2[C:19]3[C:14](=[CH:15][CH:16]=[C:17]([C:20]([C:28]4[CH:33]=[CH:32][C:31]([O:34][CH3:35])=[CH:30][CH:29]=4)([C:22]4[N:26]([CH3:27])[CH:25]=[N:24][CH:23]=4)[OH:21])[CH:18]=3)[N:13]3[N:36]=[N:37][N:38]=[C:12]3[NH:11]2)[CH:7]=[CH:8][CH:9]=1. (4) Given the reactants [OH:1][CH2:2][C:3]1[CH:8]=[CH:7][C:6]([C:9]2[CH:14]=[CH:13][C:12]([CH2:15][OH:16])=[CH:11][CH:10]=2)=[CH:5][CH:4]=1.C(O)(=O)C.Br([O-])(=O)=O.[Na+].BrBr, predict the reaction product. The product is: [CH:15]([C:12]1[CH:11]=[CH:10][C:9]([C:6]2[CH:7]=[CH:8][C:3]([CH:2]=[O:1])=[CH:4][CH:5]=2)=[CH:14][CH:13]=1)=[O:16]. (5) Given the reactants C([N:4]1[C:12]2[C:7](=[CH:8][C:9]([C:13]3[NH:14][C:15]4[N:16]([N:20]=[C:21]([C:23]5[CH:28]=[CH:27][C:26]([F:29])=[CH:25][CH:24]=5)[N:22]=4)[C:17](=[O:19])[CH:18]=3)=[CH:10][CH:11]=2)[CH:6]=[N:5]1)(=O)C.C(=O)([O-])[O-].[K+].[K+], predict the reaction product. The product is: [F:29][C:26]1[CH:27]=[CH:28][C:23]([C:21]2[N:22]=[C:15]3[NH:14][C:13]([C:9]4[CH:8]=[C:7]5[C:12](=[CH:11][CH:10]=4)[NH:4][N:5]=[CH:6]5)=[CH:18][C:17](=[O:19])[N:16]3[N:20]=2)=[CH:24][CH:25]=1. (6) Given the reactants [C:1]([N:8]([CH3:16])[C@H:9]1[CH2:14][CH2:13][C@H:12]([NH2:15])[CH2:11][CH2:10]1)([O:3][C:4]([CH3:7])([CH3:6])[CH3:5])=[O:2].[CH3:17][C:18]1[CH:25]=[CH:24][C:23]([C:26]2[CH:31]=[CH:30][N:29]=[CH:28][CH:27]=2)=[CH:22][C:19]=1[CH:20]=O, predict the reaction product. The product is: [CH3:16][N:8]([CH:9]1[CH2:10][CH2:11][CH:12]([NH:15][CH2:20][C:19]2[CH:22]=[C:23]([C:26]3[CH:31]=[CH:30][N:29]=[CH:28][CH:27]=3)[CH:24]=[CH:25][C:18]=2[CH3:17])[CH2:13][CH2:14]1)[C:1](=[O:2])[O:3][C:4]([CH3:7])([CH3:6])[CH3:5]. (7) The product is: [Cl:1][C:2]1[CH:7]=[C:6]([NH:24][CH:21]2[CH2:22][CH2:23][O:19][CH2:20]2)[C:5]([N+:9]([O-:11])=[O:10])=[CH:4][N:3]=1. Given the reactants [Cl:1][C:2]1[CH:7]=[C:6](Cl)[C:5]([N+:9]([O-:11])=[O:10])=[CH:4][N:3]=1.C(N(CC)CC)C.[O:19]1[CH2:23][CH2:22][CH:21]([NH2:24])[CH2:20]1, predict the reaction product. (8) Given the reactants Br[C:2]1[C:3]([N:22]2[CH2:26][CH2:25][CH:24]([C:27]([OH:30])([CH3:29])[CH3:28])[CH2:23]2)=[N:4][CH:5]=[C:6]([CH:21]=1)[C:7]([NH:9][C:10]1[CH:15]=[CH:14][C:13]([O:16][C:17]([F:20])([F:19])[F:18])=[CH:12][CH:11]=1)=[O:8].[N:31]1[CH:36]=[CH:35][CH:34]=[C:33](B(O)O)[CH:32]=1, predict the reaction product. The product is: [OH:30][C:27]([CH:24]1[CH2:25][CH2:26][N:22]([C:3]2[C:2]([C:33]3[CH:32]=[N:31][CH:36]=[CH:35][CH:34]=3)=[CH:21][C:6]([C:7]([NH:9][C:10]3[CH:15]=[CH:14][C:13]([O:16][C:17]([F:20])([F:19])[F:18])=[CH:12][CH:11]=3)=[O:8])=[CH:5][N:4]=2)[CH2:23]1)([CH3:29])[CH3:28].